Dataset: TCR-epitope binding with 47,182 pairs between 192 epitopes and 23,139 TCRs. Task: Binary Classification. Given a T-cell receptor sequence (or CDR3 region) and an epitope sequence, predict whether binding occurs between them. (1) The epitope is PROT_97E67BCC. The TCR CDR3 sequence is CASSLPGLARNEQFF. Result: 0 (the TCR does not bind to the epitope). (2) The epitope is KLWAQCVQL. The TCR CDR3 sequence is CASSLWREGLTDTQYF. Result: 1 (the TCR binds to the epitope). (3) The epitope is QARQMVQAMRTIGTHP. The TCR CDR3 sequence is CASSTAGTGGPRASYNEQFF. Result: 0 (the TCR does not bind to the epitope).